This data is from Full USPTO retrosynthesis dataset with 1.9M reactions from patents (1976-2016). The task is: Predict the reactants needed to synthesize the given product. The reactants are: [CH3:1][C:2]1[CH:7]=[C:6]([CH3:8])[N:5]2[N:9]=[C:10]([CH2:12][OH:13])[N:11]=[C:4]2[N:3]=1.C(O)(=O)C.C(O)(=O)C.IC1C=CC=CC=1. Given the product [CH3:1][C:2]1[CH:7]=[C:6]([CH3:8])[N:5]2[N:9]=[C:10]([CH:12]=[O:13])[N:11]=[C:4]2[N:3]=1, predict the reactants needed to synthesize it.